The task is: Predict the reactants needed to synthesize the given product.. This data is from Full USPTO retrosynthesis dataset with 1.9M reactions from patents (1976-2016). (1) Given the product [CH3:49][O:48][C:39]1[C:38]([C:35]2[NH:34][C:33]([C@@H:23]([NH:22][C:6]([C:5]3[S:1][CH:2]=[N:3][CH:4]=3)=[O:8])[CH2:24][CH2:25][CH2:26][CH2:27][CH2:28][C:29]([NH:31][CH3:32])=[O:30])=[N:37][CH:36]=2)=[CH:47][C:46]2[C:41](=[CH:42][CH:43]=[CH:44][CH:45]=2)[N:40]=1, predict the reactants needed to synthesize it. The reactants are: [S:1]1[C:5]([C:6]([OH:8])=O)=[CH:4][N:3]=[CH:2]1.N=C=N.C1C=CC2N(O)N=NC=2C=1.[NH2:22][C@H:23]([C:33]1[NH:34][C:35]([C:38]2[C:39]([O:48][CH3:49])=[N:40][C:41]3[C:46]([CH:47]=2)=[CH:45][CH:44]=[CH:43][CH:42]=3)=[CH:36][N:37]=1)[CH2:24][CH2:25][CH2:26][CH2:27][CH2:28][C:29]([NH:31][CH3:32])=[O:30].C(O)C(N)(CO)CO. (2) Given the product [CH2:33]([N:32]1[C:23]2[CH:24]=[C:25]([N:28]([O:30][CH3:31])[CH3:29])[N:26]=[CH:27][C:22]=2[CH2:21][N:20]([C:11]2[CH:12]=[C:13]([N+:17]([O-:19])=[O:18])[C:14]([F:16])=[CH:15][C:10]=2[CH3:35])[C:4]1=[O:3])[CH3:34], predict the reactants needed to synthesize it. The reactants are: O=C(Cl)[O:3][C:4](Cl)(Cl)Cl.Cl[C:10]1[CH:15]=[C:14]([F:16])[C:13]([N+:17]([O-:19])=[O:18])=[CH:12][C:11]=1[NH:20][CH2:21][C:22]1[C:23]([NH:32][CH2:33][CH3:34])=[CH:24][C:25]([N:28]([O:30][CH3:31])[CH3:29])=[N:26][CH:27]=1.[CH3:35]CN(CC)CC. (3) Given the product [Cl:22][C:18]1[CH:17]=[C:16]2[C:21](=[CH:20][CH:19]=1)[C:12]([N:7]1[CH2:8][CH2:9][N:4]3[C:3](=[O:10])[O:2][CH2:1][C@@H:5]3[CH2:6]1)=[N:13][N:14]=[CH:15]2, predict the reactants needed to synthesize it. The reactants are: [CH2:1]1[C@@H:5]2[CH2:6][NH:7][CH2:8][CH2:9][N:4]2[C:3](=[O:10])[O:2]1.Cl[C:12]1[C:21]2[C:16](=[CH:17][C:18]([Cl:22])=[CH:19][CH:20]=2)[CH:15]=[N:14][N:13]=1. (4) Given the product [ClH:16].[CH3:14][C:11]1([OH:15])[CH2:12][CH2:13][NH:8][CH2:9][CH2:10]1, predict the reactants needed to synthesize it. The reactants are: C(OC([N:8]1[CH2:13][CH2:12][C:11]([OH:15])([CH3:14])[CH2:10][CH2:9]1)=O)(C)(C)C.[ClH:16].O1CCOCC1. (5) Given the product [CH3:1][NH:2][C:6](=[O:5])[CH2:7][N:8]1[CH:13]=[CH:12][C:11]([N:14]2[CH:18]=[C:17]([C:19]#[C:20][C:21]3[CH:22]=[C:23]([CH3:27])[CH:24]=[CH:25][CH:26]=3)[N:16]=[C:15]2[CH3:28])=[CH:10][C:9]1=[O:29], predict the reactants needed to synthesize it. The reactants are: [CH3:1][NH2:2].C([O:5][C:6](=O)[CH2:7][N:8]1[CH:13]=[CH:12][C:11]([N:14]2[CH:18]=[C:17]([C:19]#[C:20][C:21]3[CH:22]=[C:23]([CH3:27])[CH:24]=[CH:25][CH:26]=3)[N:16]=[C:15]2[CH3:28])=[CH:10][C:9]1=[O:29])C. (6) Given the product [Br:7][C:8]1[CH:13]=[CH:14][C:2]([C:1]([N:24]2[CH2:28][CH2:27][CH2:26][CH2:25]2)=[O:5])=[N:10][CH:9]=1, predict the reactants needed to synthesize it. The reactants are: [C:1](Cl)(=[O:5])[C:2](Cl)=O.[Br:7][C:8]1[C:13]([C:14](O)=O)=CC=[N:10][CH:9]=1.Cl.O1CCOCC1.[NH:24]1[CH2:28][CH2:27][CH2:26][CH2:25]1.C(N(CC)CC)C.